From a dataset of Forward reaction prediction with 1.9M reactions from USPTO patents (1976-2016). Predict the product of the given reaction. (1) Given the reactants N[C:2]1[CH:3]=[C:4]2[C:9](=[CH:10][CH:11]=1)[O:8][CH2:7]CC2O.[F:13][C:14]([F:25])([F:24])[C:15]1[N:20]=[CH:19][C:18]([CH2:21][C:22]#[N:23])=[CH:17][CH:16]=1.C(O[C:30](=[O:39])[C@H:31]([C:33]1[CH:38]=[CH:37][CH:36]=[CH:35][CH:34]=1)[OH:32])(=O)C, predict the reaction product. The product is: [OH:32][C@@H:31]([C:33]1[CH:34]=[CH:35][CH:36]=[CH:37][CH:38]=1)[C:30]([N:23]([C:3]1[CH:2]=[CH:11][CH:10]=[C:9]([O:8][CH3:7])[CH:4]=1)[CH2:22][CH2:21][C:18]1[CH:19]=[N:20][C:15]([C:14]([F:24])([F:13])[F:25])=[CH:16][CH:17]=1)=[O:39]. (2) Given the reactants [F:1][C:2]1[CH:7]=[CH:6][C:5]([C:8]2([CH2:18][CH:19]([CH3:21])[CH3:20])[C:12]3[CH:13]=[N:14][CH:15]=[CH:16][C:11]=3[C:10](=[O:17])[O:9]2)=[CH:4][CH:3]=1.Cl, predict the reaction product. The product is: [F:1][C:2]1[CH:3]=[CH:4][C:5]([C:8]2([CH2:18][CH:19]([CH3:21])[CH3:20])[C:12]3[CH2:13][NH:14][CH2:15][CH2:16][C:11]=3[C:10](=[O:17])[O:9]2)=[CH:6][CH:7]=1.